Dataset: Catalyst prediction with 721,799 reactions and 888 catalyst types from USPTO. Task: Predict which catalyst facilitates the given reaction. Reactant: [Cl:1][C:2]1[C:3]2[N:12]([C:13]3[C:18]([F:19])=[CH:17][CH:16]=[CH:15][C:14]=3[F:20])[N:11]=[C:10]([C:21]3[CH:29]=[CH:28][C:24]([C:25](O)=[O:26])=[CH:23][CH:22]=3)[C:4]=2[C:5]([O:8][CH3:9])=[N:6][CH:7]=1.[Cl-].C[NH3+].C[CH2:34][N:35]=C=NCCCN(C)C.Cl.C1C=CC2N(O)N=NC=2C=1. Product: [Cl:1][C:2]1[C:3]2[N:12]([C:13]3[C:14]([F:20])=[CH:15][CH:16]=[CH:17][C:18]=3[F:19])[N:11]=[C:10]([C:21]3[CH:29]=[CH:28][C:24]([C:25]([NH:35][CH3:34])=[O:26])=[CH:23][CH:22]=3)[C:4]=2[C:5]([O:8][CH3:9])=[N:6][CH:7]=1. The catalyst class is: 851.